From a dataset of Peptide-MHC class I binding affinity with 185,985 pairs from IEDB/IMGT. Regression. Given a peptide amino acid sequence and an MHC pseudo amino acid sequence, predict their binding affinity value. This is MHC class I binding data. (1) The MHC is HLA-B54:01 with pseudo-sequence HLA-B54:01. The binding affinity (normalized) is 0.00988. The peptide sequence is LLWAARPRL. (2) The peptide sequence is RVEESRARL. The MHC is HLA-A02:06 with pseudo-sequence HLA-A02:06. The binding affinity (normalized) is 0.872. (3) The peptide sequence is VWMPSSPRPL. The MHC is HLA-A02:03 with pseudo-sequence HLA-A02:03. The binding affinity (normalized) is 0.0859.